Dataset: Catalyst prediction with 721,799 reactions and 888 catalyst types from USPTO. Task: Predict which catalyst facilitates the given reaction. Reactant: [CH:1]([NH2:3])=[O:2].Br[CH2:5][C:6]([C:8]1[CH:13]=[CH:12][C:11]([O:14][CH3:15])=[CH:10][CH:9]=1)=O. Product: [CH3:15][O:14][C:11]1[CH:12]=[CH:13][C:8]([C:6]2[N:3]=[CH:1][O:2][CH:5]=2)=[CH:9][CH:10]=1. The catalyst class is: 13.